This data is from Full USPTO retrosynthesis dataset with 1.9M reactions from patents (1976-2016). The task is: Predict the reactants needed to synthesize the given product. (1) Given the product [CH3:1][C:2]1[CH:3]=[C:4]2[C:9](=[CH:10][CH:11]=1)[N:8]([N:12]=[C:25]([CH3:27])[CH3:24])[CH2:7][CH:6]([C:14]1[CH:15]=[N:16][C:17]([CH3:20])=[CH:18][CH:19]=1)[CH2:5]2, predict the reactants needed to synthesize it. The reactants are: [CH3:1][C:2]1[CH:3]=[C:4]2[C:9](=[CH:10][CH:11]=1)[N:8]([N:12]=O)[CH2:7][CH:6]([C:14]1[CH:15]=[N:16][C:17]([CH3:20])=[CH:18][CH:19]=1)[CH2:5]2.[Cl-].[NH4+].O.[CH3:24][C:25]([CH3:27])=O. (2) The reactants are: [NH:1]1[CH2:5][CH2:4][C@H:3](/[CH:6]=[CH:7]/[C:8]2[CH:9]=[N:10][CH:11]=[N:12][CH:13]=2)[CH2:2]1.[C:14]([OH:24])(=[O:23])[C:15]1[NH:22][C:20](=[O:21])[NH:19][C:17](=[O:18])[CH:16]=1. Given the product [C:14]([OH:24])(=[O:23])[C:15]1[NH:22][C:20](=[O:21])[NH:19][C:17](=[O:18])[CH:16]=1.[NH:1]1[CH2:5][CH2:4][C@H:3](/[CH:6]=[CH:7]/[C:8]2[CH:13]=[N:12][CH:11]=[N:10][CH:9]=2)[CH2:2]1, predict the reactants needed to synthesize it. (3) The reactants are: [NH2:1][C:2]1[C:11]2[C:6](=[CH:7][CH:8]=[CH:9][C:10]=2[O:12][CH2:13][CH:14]2[CH2:19][CH2:18][CH2:17][CH2:16][NH:15]2)[N:5]=[C:4]([CH3:20])[C:3]=1[C:21]([O:23][CH2:24][CH3:25])=[O:22].[OH:26][C:27]1[CH:28]=[C:29]([CH:33]=[CH:34][CH:35]=1)[C:30](O)=[O:31]. Given the product [NH2:1][C:2]1[C:11]2[C:6](=[CH:7][CH:8]=[CH:9][C:10]=2[O:12][CH2:13][CH:14]2[CH2:19][CH2:18][CH2:17][CH2:16][N:15]2[C:30](=[O:31])[C:29]2[CH:33]=[CH:34][CH:35]=[C:27]([OH:26])[CH:28]=2)[N:5]=[C:4]([CH3:20])[C:3]=1[C:21]([O:23][CH2:24][CH3:25])=[O:22], predict the reactants needed to synthesize it. (4) Given the product [Br:1][C:10]1[C:11]([O:13][CH2:14][C@H:15]2[C@H:20]([C:21]3[CH:22]=[CH:23][C:24]([F:27])=[CH:25][CH:26]=3)[CH2:19][CH2:18][NH:17][CH2:16]2)=[CH:12][C:7]2[O:6][CH2:5][O:4][C:8]=2[CH:9]=1, predict the reactants needed to synthesize it. The reactants are: [Br:1]Br.Cl.[O:4]1[C:8]2[CH:9]=[CH:10][C:11]([O:13][CH2:14][C@H:15]3[C@H:20]([C:21]4[CH:26]=[CH:25][C:24]([F:27])=[CH:23][CH:22]=4)[CH2:19][CH2:18][NH:17][CH2:16]3)=[CH:12][C:7]=2[O:6][CH2:5]1.O. (5) Given the product [CH3:28][O:27][C:25]1[CH:24]=[C:23]([CH2:29][CH2:30][C:31]2[CH:32]=[C:33]([NH:36][C:14]([C:12]3[S:13][C:9]([N:5]4[CH2:6][CH2:7][CH2:8][N:2]([CH3:1])[CH2:3][CH2:4]4)=[CH:10][CH:11]=3)=[O:16])[NH:34][N:35]=2)[CH:22]=[C:21]([O:20][CH3:19])[CH:26]=1, predict the reactants needed to synthesize it. The reactants are: [CH3:1][N:2]1[CH2:8][CH2:7][CH2:6][N:5]([C:9]2[S:13][C:12]([C:14]([O:16]CC)=O)=[CH:11][CH:10]=2)[CH2:4][CH2:3]1.[CH3:19][O:20][C:21]1[CH:22]=[C:23]([CH2:29][CH2:30][C:31]2[CH:32]=[C:33]([NH2:36])[NH:34][N:35]=2)[CH:24]=[C:25]([O:27][CH3:28])[CH:26]=1.C[Al](C)C. (6) Given the product [C:1]([O:5][C:6](=[O:16])/[CH:7]=[CH:35]/[C:31]1[S:30][C:29]([C:27]([O:26][CH2:19][C:20]2[CH:25]=[CH:24][CH:23]=[CH:22][CH:21]=2)=[O:28])=[CH:33][C:32]=1[CH3:34])([CH3:2])([CH3:3])[CH3:4], predict the reactants needed to synthesize it. The reactants are: [C:1]([O:5][C:6](=[O:16])[CH2:7]P(OCC)(OCC)=O)([CH3:4])([CH3:3])[CH3:2].[H-].[Na+].[CH2:19]([O:26][C:27]([C:29]1[S:30][C:31]([CH:35]=O)=[C:32]([CH3:34])[CH:33]=1)=[O:28])[C:20]1[CH:25]=[CH:24][CH:23]=[CH:22][CH:21]=1. (7) Given the product [ClH:30].[F:29][C:24]1[CH:23]=[C:22]([C:17]2[C:18]3[C:19]4[CH2:20][CH2:21][NH:8][CH2:9][CH2:10][C:11]=4[NH:12][C:13]=3[CH:14]=[CH:15][CH:16]=2)[CH:27]=[C:26]([F:28])[CH:25]=1, predict the reactants needed to synthesize it. The reactants are: C([N:8]1[CH2:21][CH2:20][C:19]2[C:18]3[C:17]([C:22]4[CH:27]=[C:26]([F:28])[CH:25]=[C:24]([F:29])[CH:23]=4)=[CH:16][CH:15]=[CH:14][C:13]=3[NH:12][C:11]=2[CH2:10][CH2:9]1)C1C=CC=CC=1.[ClH:30]. (8) Given the product [C:31]([O:30][C:29](=[O:35])[NH:28][C:24]1([C:21]2[CH:22]=[CH:23][C:18]([C:9]3[C:10]([C:12]4[CH:13]=[CH:14][CH:15]=[CH:16][CH:17]=4)=[CH:11][C:4]4[N:3]([CH:39]([C:40]#[N:41])[CH3:42])[C:2](=[O:1])[CH2:7][O:6][C:5]=4[N:8]=3)=[CH:19][CH:20]=2)[CH2:25][CH2:26][CH2:27]1)([CH3:32])([CH3:34])[CH3:33], predict the reactants needed to synthesize it. The reactants are: [O:1]=[C:2]1[CH2:7][O:6][C:5]2[N:8]=[C:9]([C:18]3[CH:23]=[CH:22][C:21]([C:24]4([NH:28][C:29](=[O:35])[O:30][C:31]([CH3:34])([CH3:33])[CH3:32])[CH2:27][CH2:26][CH2:25]4)=[CH:20][CH:19]=3)[C:10]([C:12]3[CH:17]=[CH:16][CH:15]=[CH:14][CH:13]=3)=[CH:11][C:4]=2[NH:3]1.[H-].[Na+].Br[CH:39]([CH3:42])[C:40]#[N:41]. (9) Given the product [OH:4][S:2]([C:5]([F:8])([F:7])[F:6])(=[O:3])=[O:1].[C:23]([NH:9][C:10]1[C:18]2[C:17]3[CH:19]=[CH:20][CH:21]=[CH:22][C:16]=3[S:15][C:14]=2[CH:13]=[CH:12][CH:11]=1)(=[O:25])[CH3:24], predict the reactants needed to synthesize it. The reactants are: [OH:1][S:2]([C:5]([F:8])([F:7])[F:6])(=[O:4])=[O:3].[NH2:9][C:10]1[C:18]2[C:17]3[CH:19]=[CH:20][CH:21]=[CH:22][C:16]=3[S:15][C:14]=2[CH:13]=[CH:12][CH:11]=1.[C:23](OC(=O)C)(=[O:25])[CH3:24].